Predict the product of the given reaction. From a dataset of Forward reaction prediction with 1.9M reactions from USPTO patents (1976-2016). Given the reactants [C:1]([C:3]1[N:8]=[C:7]2[C:9]([C:12]([NH:14][C@H:15]3[CH2:20][CH2:19][CH2:18][CH2:17][C@@H:16]3[OH:21])=[O:13])=[CH:10][NH:11][C:6]2=[CH:5][CH:4]=1)#[N:2].Br[CH2:23][C:24]1[CH:29]=[CH:28][C:27]([N:30]2[CH:34]=[CH:33][CH:32]=[N:31]2)=[CH:26][CH:25]=1.C(=O)([O-])[O-].[Cs+].[Cs+], predict the reaction product. The product is: [N:30]1([C:27]2[CH:28]=[CH:29][C:24]([CH2:23][N:11]3[C:6]4[C:7](=[N:8][C:3]([C:1]#[N:2])=[CH:4][CH:5]=4)[C:9]([C:12]([NH:14][C@H:15]4[CH2:20][CH2:19][CH2:18][CH2:17][C@@H:16]4[OH:21])=[O:13])=[CH:10]3)=[CH:25][CH:26]=2)[CH:34]=[CH:33][CH:32]=[N:31]1.